From a dataset of Full USPTO retrosynthesis dataset with 1.9M reactions from patents (1976-2016). Predict the reactants needed to synthesize the given product. (1) Given the product [C:26](=[O:30])([O:27][CH2:28][CH3:29])[O:20][C:17]1[CH:16]=[CH:15][C:14]([CH2:13][CH2:12][C:8]2[CH:9]=[N:10][C:11]3[C:2]([NH2:1])=[N:3][C:4]4[CH:24]=[C:23]([CH3:25])[CH:22]=[CH:21][C:5]=4[C:6]=3[CH:7]=2)=[CH:19][CH:18]=1, predict the reactants needed to synthesize it. The reactants are: [NH2:1][C:2]1[C:11]2[N:10]=[CH:9][C:8]([CH2:12][CH2:13][C:14]3[CH:19]=[CH:18][C:17]([OH:20])=[CH:16][CH:15]=3)=[CH:7][C:6]=2[C:5]2[CH:21]=[CH:22][C:23]([CH3:25])=[CH:24][C:4]=2[N:3]=1.[C:26](Cl)(=[O:30])[O:27][CH2:28][CH3:29]. (2) Given the product [CH3:1][O:2][C:3]1[C:4]([CH:12]=[O:15])=[N:5][C:6]([N+:9]([O-:11])=[O:10])=[CH:7][CH:8]=1, predict the reactants needed to synthesize it. The reactants are: [CH3:1][O:2][C:3]1[C:4]([CH:12]=C)=[N:5][C:6]([N+:9]([O-:11])=[O:10])=[CH:7][CH:8]=1.C[OH:15].